Dataset: Reaction yield outcomes from USPTO patents with 853,638 reactions. Task: Predict the reaction yield, written as a fraction of the theoretical maximum amount of product (1.0 means a 100% yield; for example, 0.34 means a 34% yield). (1) The reactants are [CH3:1][O:2][C:3]1[C:4]([NH:16][C:17]([NH:19][C:20]2[CH:25]=[N:24][C:23]([CH3:26])=[CH:22][N:21]=2)=[O:18])=[CH:5][C:6]([C:12]([F:15])([F:14])[F:13])=[C:7]([CH:11]=1)[C:8](O)=[O:9].CN(C(ON1N=NC2C=CC=CC1=2)=[N+](C)C)C.F[P-](F)(F)(F)(F)F.[NH2:51][CH2:52][CH2:53][C:54]1[CH:59]=[CH:58][CH:57]=[CH:56][N:55]=1.CCN(C(C)C)C(C)C. The catalyst is CN1C(=O)CCC1. The product is [CH3:1][O:2][C:3]1[C:4]([NH:16][C:17]([NH:19][C:20]2[CH:25]=[N:24][C:23]([CH3:26])=[CH:22][N:21]=2)=[O:18])=[CH:5][C:6]([C:12]([F:15])([F:13])[F:14])=[C:7]([CH:11]=1)[C:8]([NH:51][CH2:52][CH2:53][C:54]1[CH:59]=[CH:58][CH:57]=[CH:56][N:55]=1)=[O:9]. The yield is 0.680. (2) The reactants are [C:1]1([CH:7]2[CH2:12][CH2:11][NH:10][CH2:9][CH2:8]2)[CH:6]=[CH:5][CH:4]=[CH:3][CH:2]=1.Br[CH2:14][CH2:15][CH2:16][C:17]#[N:18].C(=O)([O-])[O-].[K+].[K+].[I-].[K+]. The catalyst is C(O)CCC.O1CCOCC1. The product is [C:1]1([CH:7]2[CH2:8][CH2:9][N:10]([CH2:14][CH2:15][CH2:16][C:17]#[N:18])[CH2:11][CH2:12]2)[CH:6]=[CH:5][CH:4]=[CH:3][CH:2]=1. The yield is 0.530. (3) The reactants are [CH3:1][CH:2]([CH3:22])[C:3]([C:5]1[O:6][C:7]2[CH:14]=[CH:13][C:12]([O:15][CH:16]3[CH2:21][CH2:20][S:19][CH2:18][CH2:17]3)=[CH:11][C:8]=2[C:9]=1[CH3:10])=[O:4].[BH4-].[Na+].O. The catalyst is CO.O1CCCC1. The product is [CH3:1][CH:2]([CH3:22])[CH:3]([C:5]1[O:6][C:7]2[CH:14]=[CH:13][C:12]([O:15][CH:16]3[CH2:17][CH2:18][S:19][CH2:20][CH2:21]3)=[CH:11][C:8]=2[C:9]=1[CH3:10])[OH:4]. The yield is 0.730. (4) The reactants are [NH2:1][CH2:2][CH2:3][CH2:4][C:5]1[NH:9][C:8]([C:13]2[C:17]([NH:18][C:19](=[O:28])[C:20]3[C:25]([F:26])=[CH:24][CH:23]=[CH:22][C:21]=3[F:27])=[CH:16][NH:15][N:14]=2)(C(O)=O)[NH:7][CH:6]=1.C(Cl)CCl.C1C=CC2N(O)N=NC=2C=1.CN([CH:46]=[O:47])C. The catalyst is ClCCl. The product is [F:27][C:21]1[CH:22]=[CH:23][CH:24]=[C:25]([F:26])[C:20]=1[C:19]([NH:18][C:17]1[C:13]([C:8]2[NH:9][C:5]3[CH2:4][CH2:3][CH2:2][NH:1][C:46](=[O:47])[C:6]=3[N:7]=2)=[N:14][NH:15][CH:16]=1)=[O:28]. The yield is 0.130. (5) The reactants are [Br:1][C:2]1[CH:3]=[C:4]2[C:10]([C:11]3[CH:16]=[CH:15][CH:14]=[CH:13][C:12]=3[O:17][CH3:18])=[CH:9][NH:8][C:5]2=[N:6][CH:7]=1.[H-].[Na+].[CH3:21][O:22][CH2:23][CH2:24][O:25][CH2:26]Cl. The catalyst is C1COCC1.[I-].C([N+](CCCC)(CCCC)CCCC)CCC. The product is [Br:1][C:2]1[CH:3]=[C:4]2[C:10]([C:11]3[CH:16]=[CH:15][CH:14]=[CH:13][C:12]=3[O:17][CH3:18])=[CH:9][N:8]([CH2:21][O:22][CH2:23][CH2:24][O:25][CH3:26])[C:5]2=[N:6][CH:7]=1. The yield is 0.950.